This data is from Retrosynthesis with 50K atom-mapped reactions and 10 reaction types from USPTO. The task is: Predict the reactants needed to synthesize the given product. (1) Given the product O=C(NCCC1CCN(Cc2ccccc2)CC1)c1noc(C2CN3CCC2CC3)n1, predict the reactants needed to synthesize it. The reactants are: CCOC(=O)c1noc(C2CN3CCC2CC3)n1.NCCC1CCN(Cc2ccccc2)CC1. (2) Given the product O=C(O)c1cncc(-c2nnc(NCc3ccccn3)c3c(-c4ccccc4)cccc23)c1, predict the reactants needed to synthesize it. The reactants are: CCOC(=O)c1cncc(-c2nnc(NCc3ccccn3)c3c(-c4ccccc4)cccc23)c1.